Dataset: Reaction yield outcomes from USPTO patents with 853,638 reactions. Task: Predict the reaction yield, written as a fraction of the theoretical maximum amount of product (1.0 means a 100% yield; for example, 0.34 means a 34% yield). (1) The reactants are [CH3:1][O:2][CH:3]([O:26][CH3:27])[CH:4]1[S:8][C:7]([C:9]2[NH:10][C:11]3[C:16]([CH:17]=2)=[CH:15][C:14]([O:18][CH2:19][CH2:20][O:21][CH3:22])=[CH:13][C:12]=3[N+:23]([O-])=O)=[N:6][CH2:5]1.O.NN.C(OCC)(=O)C.CCCCCC. The product is [CH3:27][O:26][CH:3]([O:2][CH3:1])[CH:4]1[S:8][C:7]([C:9]2[NH:10][C:11]3[C:16]([CH:17]=2)=[CH:15][C:14]([O:18][CH2:19][CH2:20][O:21][CH3:22])=[CH:13][C:12]=3[NH2:23])=[N:6][CH2:5]1. The catalyst is C(O)C.[C].[Pd]. The yield is 0.290. (2) The reactants are [N:1]12[CH2:8][CH2:7][C:4]([C:9]([C:17]3[CH:22]=[CH:21][CH:20]=[CH:19][CH:18]=3)([C:11]3[CH:16]=[CH:15][CH:14]=[CH:13][CH:12]=3)[OH:10])([CH2:5][CH2:6]1)[CH2:3][CH2:2]2.[Br:23][CH2:24][CH2:25][CH2:26][O:27][C:28]1[CH:33]=[CH:32][C:31]([C:34]2[CH:39]=[CH:38][CH:37]=[CH:36][CH:35]=2)=[CH:30][CH:29]=1. The catalyst is CC#N. The product is [Br-:23].[C:31]1([C:34]2[CH:35]=[CH:36][CH:37]=[CH:38][CH:39]=2)[CH:30]=[CH:29][C:28]([O:27][CH2:26][CH2:25][CH2:24][N+:1]23[CH2:6][CH2:5][C:4]([C:9]([OH:10])([C:17]4[CH:22]=[CH:21][CH:20]=[CH:19][CH:18]=4)[C:11]4[CH:12]=[CH:13][CH:14]=[CH:15][CH:16]=4)([CH2:3][CH2:2]2)[CH2:7][CH2:8]3)=[CH:33][CH:32]=1. The yield is 0.752. (3) The reactants are C1C=CC=CC=1.[Cl:7]/[CH:8]=[CH:9]/Cl.[CH3:11][O:12][C:13]1[CH:20]=[CH:19][C:16](C=C)=[CH:15][CH:14]=1. No catalyst specified. The product is [Cl:7]/[CH:8]=[CH:9]/[C:16]1[CH:19]=[CH:20][C:13]([O:12][CH3:11])=[CH:14][CH:15]=1. The yield is 0.800. (4) The reactants are [N:1]1[C:6]2[CH:7]=[CH:8][NH:9][C:5]=2[C:4]([O:10][C:11]2[CH:16]=[CH:15][C:14]([NH2:17])=[CH:13][C:12]=2[F:18])=[N:3][CH:2]=1.[CH:19]1[CH:24]=CC(P(C2C=CC=CC=2)C2C=CC=CC=2)=C[CH:20]=1.CCOC(/N=N/C(OCC)=O)=O.C(O)(C)C.Cl. The catalyst is C1COCC1.CO.C(Cl)Cl.CCOC(C)=O.CCCCCC. The product is [F:18][C:12]1[CH:13]=[C:14]([NH2:17])[CH:15]=[CH:16][C:11]=1[O:10][C:4]1[C:5]2[N:9]([CH:19]([CH3:24])[CH3:20])[CH:8]=[CH:7][C:6]=2[N:1]=[CH:2][N:3]=1. The yield is 0.310. (5) The reactants are Br[C:2]1[CH:3]=[CH:4][C:5]2[N:6]([C:15]3[CH:20]=[CH:19][CH:18]=[CH:17][CH:16]=3)[C:7]3[C:12]([C:13]=2[CH:14]=1)=[CH:11][CH:10]=[CH:9][CH:8]=3.CC(C)([O-])C.[Na+].C1(C)C(C)=CC=CC=1.[NH2:35][C:36]1[CH:41]=[CH:40][CH:39]=[CH:38][CH:37]=1. The catalyst is C1C=CC(/C=C/C(/C=C/C2C=CC=CC=2)=O)=CC=1.C1C=CC(/C=C/C(/C=C/C2C=CC=CC=2)=O)=CC=1.[Pd].[CH-]1C(P(C2C=CC=CC=2)C2C=CC=CC=2)=CC=C1.[CH-]1C(P(C2C=CC=CC=2)C2C=CC=CC=2)=CC=C1.[Fe+2].C1(C)C=CC=CC=1. The product is [C:36]1([NH:35][C:2]2[CH:3]=[CH:4][C:5]3[N:6]([C:15]4[CH:20]=[CH:19][CH:18]=[CH:17][CH:16]=4)[C:7]4[C:12]([C:13]=3[CH:14]=2)=[CH:11][CH:10]=[CH:9][CH:8]=4)[CH:41]=[CH:40][CH:39]=[CH:38][CH:37]=1. The yield is 0.750. (6) The reactants are [Cl:1][C:2]1[N:7]=[CH:6][C:5]([C:8]([C:10]2[CH:15]=[CH:14][CH:13]=[CH:12][CH:11]=2)=O)=[CH:4][CH:3]=1.CCN(C(C)C)C(C)C.Cl.[NH2:26][OH:27]. The catalyst is CCO. The product is [Cl:1][C:2]1[N:7]=[CH:6][C:5]([C:8]([C:10]2[CH:15]=[CH:14][CH:13]=[CH:12][CH:11]=2)=[N:26][OH:27])=[CH:4][CH:3]=1. The yield is 0.890. (7) The reactants are Br[C:2]1[CH:3]=[C:4]([S:8]([C:11]([CH:27]2[CH2:39][C:30]3[NH:31][C:32]4[CH:33]=[CH:34][C:35]([Cl:38])=[CH:36][C:37]=4[C:29]=3[CH2:28]2)([F:26])[C:12]2[O:16][C:15]([C:17]3[CH:25]=[CH:24][C:20]([C:21]([OH:23])=[O:22])=[CH:19][CH:18]=3)=[N:14][N:13]=2)(=[O:10])=[O:9])[CH:5]=[CH:6][CH:7]=1. The catalyst is CO.[Pd]. The product is [C:4]1([S:8]([C:11]([CH:27]2[CH2:39][C:30]3[NH:31][C:32]4[CH:33]=[CH:34][C:35]([Cl:38])=[CH:36][C:37]=4[C:29]=3[CH2:28]2)([F:26])[C:12]2[O:16][C:15]([C:17]3[CH:18]=[CH:19][C:20]([C:21]([OH:23])=[O:22])=[CH:24][CH:25]=3)=[N:14][N:13]=2)(=[O:10])=[O:9])[CH:5]=[CH:6][CH:7]=[CH:2][CH:3]=1. The yield is 0.940. (8) The reactants are [CH3:1][O:2][C:3]1[CH:8]=[CH:7][C:6]([CH3:9])=[CH:5][C:4]=1[C:10]1([CH3:17])[NH:14][C:13](=[O:15])[NH:12][C:11]1=[O:16].Br[CH2:19][C:20]([C:22]1[CH:27]=[CH:26][CH:25]=[CH:24][CH:23]=1)=[O:21]. No catalyst specified. The product is [CH3:1][O:2][C:3]1[CH:8]=[CH:7][C:6]([CH3:9])=[CH:5][C:4]=1[C:10]1([CH3:17])[NH:14][C:13](=[O:15])[N:12]([CH2:19][C:20](=[O:21])[C:22]2[CH:27]=[CH:26][CH:25]=[CH:24][CH:23]=2)[C:11]1=[O:16]. The yield is 0.710. (9) The reactants are Br[C:2]1[CH:8]=[CH:7][CH:6]=[C:5](Br)[C:3]=1[NH2:4].[C:10]1(B(O)O)[CH:15]=[CH:14][CH:13]=[CH:12][CH:11]=1.C([O-])([O-])=O.[Na+].[Na+]. The catalyst is C1(C)C=CC=CC=1.CCO.O.CCOCC.C1C=CC([P]([Pd]([P](C2C=CC=CC=2)(C2C=CC=CC=2)C2C=CC=CC=2)([P](C2C=CC=CC=2)(C2C=CC=CC=2)C2C=CC=CC=2)[P](C2C=CC=CC=2)(C2C=CC=CC=2)C2C=CC=CC=2)(C2C=CC=CC=2)C2C=CC=CC=2)=CC=1. The product is [C:2]1([C:11]2[C:10]([C:2]3[CH:8]=[CH:7][CH:6]=[CH:5][CH:3]=3)=[CH:15][CH:14]=[CH:13][CH:12]=2)[C:3]([NH2:4])=[CH:5][CH:6]=[CH:7][CH:8]=1. The yield is 0.900.